From a dataset of Experimentally validated miRNA-target interactions with 360,000+ pairs, plus equal number of negative samples. Binary Classification. Given a miRNA mature sequence and a target amino acid sequence, predict their likelihood of interaction. (1) The miRNA is hsa-miR-4716-5p with sequence UCCAUGUUUCCUUCCCCCUUCU. The protein sequence of the target gene is MDSFGQPRPEDNQSVVRRMQKKYWKTKQVFIKATGKKEDEHLVASDAELDAKLEVFHSVQETCTELLKIIEKYQLRLNVISEEENELGLFLKFQAERDATQAGKMMDATGKALCSSAKQRLALCTPLSRLKQEVATFSQRAVSDTLMTINRMEQARTEYRGALLWMKDVSQELDPDTLKQMEKFRKVQMQVRNSKASFDKLKMDVCQKVDLLGASRCNMLSHSLTTYQRTLLGFWKKTARMMSQIHEACIGFHPYDFVALKQLQDTPSKISEDNKDEQIGGFLTEQLNKLVLSDEEASFE.... Result: 1 (interaction). (2) Result: 1 (interaction). The miRNA is hsa-miR-103a-3p with sequence AGCAGCAUUGUACAGGGCUAUGA. The protein sequence of the target gene is MSRKIEGFLLLLLFGYEATLGLSSTEDEGEDPWYQKACKCDCQGGPNALWSAGATSLDCIPECPYHKPLGFESGEVTPDQITCSNPEQYVGWYSSWTANKARLNSQGFGCAWLSKFQDSSQWLQIDLKEIKVISGILTQGRCDIDEWMTKYSVQYRTDERLNWIYYKDQTGNNRVFYGNSDRTSTVQNLLRPPIISRFIRLIPLGWHVRIAIRMELLECVSKCA. (3) The miRNA is cel-miR-259-5p with sequence AAAUCUCAUCCUAAUCUGGUAGCA. The protein sequence of the target gene is MASVDFKTYVDQACRAAEEFVNVYYTTMDKRRRLLSRLYMGTATLVWNGNAVSGQESLSEFFEMLPSSEFQISVVDCQPVHDEATPSQTTVLVVICGSVKFEGNKQRDFNQNFILTAQASPSNTVWKIASDCFRFQDWAS. Result: 0 (no interaction). (4) The protein sequence of the target gene is MEEEGLECPNSSSEKRYFPESLDSSDGDEEEVLACEDLELNPFDGLPYSSRYYKLLKEREDLPIWKEKYSFMENLLQNQIVIVSGDAKCGKSAQVPQWCAEYCLSIHYQHGGVICTQVHKQTVVQLALRVADEMDVNIGHEVGYVIPFENCCTNETILRYCTDDMLQREMMSNPFLGSYGVIILDDIHERSIATDVLLGLLKDVLLARPELKLIINSSPHLISKLNSYYGNVPVIEVKNKHPVEVVYLSEAQKDSFESILRLIFEIHHSGEKGDIVVFLACEQDIEKVCETVYQGSNLNP.... Result: 0 (no interaction). The miRNA is hsa-miR-575 with sequence GAGCCAGUUGGACAGGAGC. (5) Result: 1 (interaction). The miRNA is mmu-miR-295-3p with sequence AAAGUGCUACUACUUUUGAGUCU. The protein sequence of the target gene is MRVKDPSKDLPEKGKRNKRPLLPHDEDSSDDIAVGLTCQHVSYAVSVNHVKKAVAESLWSVCSECLKERRFCDGQPVLPADVWLCLKCGLQGCGKNSESQHSLRHFKSSGTESHCVVISLSTWVIWCYECNEKLSTHCNKKVLAQIVDFLQKHAFKTQTGAFSRIIKLCEEKREAGEIKKGKKGCTVPSVKGITNLGNTCFFNAVIQNLAQTYILFELMNEIKEDGTKFKISLSSAPQLEPLVVELSSPGPLTSALFLFLHSMKEAEKGPLSPKVLFNQLCQKAPRFKGFQQQDSQELLH.... (6) The miRNA is mmu-miR-544-3p with sequence AUUCUGCAUUUUUAGCAAGCUC. The protein sequence of the target gene is MHALSGFSLVSLLSLGYLSWDWAKPGLVADGPAEAGDQPSVAPPQPPHIIFILTDDQGYHDVGYHGSDIETPTLDRLAAEGVKLENYYIQPICTPSRSQLLTGRYQIHTGLQHSIIRPRQPNCLPLDQVTLPQKLQEAGYSTHMVGKWHLGFYRKECLPTRRGFDTFLGSLTGNVDYYTYDNCDGPGVCGFDLHEGESVAWGLSGQYSTMLYAQRASHILASHNPQNPLFLYVAFQAVHTPLQSPREYLYRYRTMGNVARRKYAAMVTCMDEAVRNITWALKRYGFYNNSVIIFSSDNGG.... Result: 0 (no interaction). (7) The miRNA is hsa-miR-6508-5p with sequence UCUAGAAAUGCAUGACCCACC. Result: 0 (no interaction). The protein sequence of the target gene is MSDLRITEAFLYMDYLCFRALCCKGPPPARPEYDLVCIGLTGSGKTSLLSKLCSESPDNVVSTTGFSIKAVPFQNAILNVKELGGADNIRKYWSRYYQGSQGVIFVLDSASSEDDLEAARNELHSALQHPQLCTLPFLILANHQDKPAARSVQEIKKYFELEPLARGKRWILQPCSLDDMDALKDSFSQLINLLEEKDHEAVRM. (8) The miRNA is hsa-miR-497-5p with sequence CAGCAGCACACUGUGGUUUGU. The protein sequence of the target gene is MDPFTEKLLERTRARRENLQRKMAERPTAAPRSMTHAKRARQPLSEASNQQPLSGGEEKSCTKPSPSKKRCSDNTEVEVSNLENKQPVESTSAKSCSPSPVSPQVQPQAADTISDSVAVPASLLGMRRGLNSRLEATAASSVKTRMQKLAEQRRRWDNDDMTDDIPESSLFSPMPSEEKAASPPRPLLSNASATPVGRRGRLANLAATICSWEDDVNHSFAKQNSVQEQPGTACLSKFSSASGASARINSSSVKQEATFCSQRDGDASLNKALSSSADDASLVNASISSSVKATSPVKST.... Result: 1 (interaction). (9) The miRNA is hsa-miR-4788 with sequence UUACGGACCAGCUAAGGGAGGC. The protein sequence of the target gene is MEELLPDGQIWANMDPEERMLAAATAFTHICAGQGEGDVRREAQSIQYDPYSKASVAPGKRPALPVQLQYPHVESNVPSETVSEASQRLRKPVMKRKVLRRKPDGEVLVTDESIISESESGTENDQDLWDLRQRLMNVQFQEDKESSFDVSQKFNLPHEYQGISQDQLICSLQREGMGSPAYEQDLIVASRPKSFILPKLDQLSRNRGKTDRVARYFEYKRDWDSIRLPGEDHRKELRWGVREQMLCRAEPQSKPQHIYVPNNYLVPTEKKRSALRWGVRCDLANGVIPRKLPFPLSPS. Result: 0 (no interaction). (10) The miRNA is hsa-miR-545-3p with sequence UCAGCAAACAUUUAUUGUGUGC. The protein sequence of the target gene is MQDPNADTEWNDILRKKGILPPKESLKELEEEAEEEQRILQQSVVKTYEDMTLEELEDHEDEFNEEDERAIEMYRRRRLAEWKATKLKNKFGEVLEISGKDYVQEVTKAGEGLWVILHLYKQGIPLCALINQHLSGLARKFPDVKFIKAISTTCIPNYPDRNLPTIFVYLEGDIKAQFIGPLVFGGMNLTRDELEWKLSESGAIMTDLEENPKKPIEDVLLSSVRRSVLMKRDSDSEGD. Result: 1 (interaction).